Dataset: Full USPTO retrosynthesis dataset with 1.9M reactions from patents (1976-2016). Task: Predict the reactants needed to synthesize the given product. (1) Given the product [CH2:1]([O:8][C:9]1[CH:14]=[CH:13][C:12]([N:23]2[CH2:24][CH2:25][N:20]([C:17](=[O:19])[CH3:18])[CH2:21][CH2:22]2)=[CH:11][C:10]=1[F:16])[C:2]1[CH:7]=[CH:6][CH:5]=[CH:4][CH:3]=1, predict the reactants needed to synthesize it. The reactants are: [CH2:1]([O:8][C:9]1[CH:14]=[CH:13][C:12](Br)=[CH:11][C:10]=1[F:16])[C:2]1[CH:7]=[CH:6][CH:5]=[CH:4][CH:3]=1.[C:17]([N:20]1[CH2:25][CH2:24][NH:23][CH2:22][CH2:21]1)(=[O:19])[CH3:18].CC(C)([O-])C.[Na+].C1(C)C=CC=CC=1P(C1C=CC=CC=1C)C1C=CC=CC=1C. (2) Given the product [C:22]([O:1][CH:2]1[C:10]2[C:5](=[CH:6][CH:7]=[CH:8][CH:9]=2)[N:4]([CH2:11][CH2:12][CH3:13])[C:3]1=[O:14])(=[O:29])[C:23]1[CH:28]=[CH:27][CH:26]=[CH:25][CH:24]=1, predict the reactants needed to synthesize it. The reactants are: [OH:1][CH:2]1[C:10]2[C:5](=[CH:6][CH:7]=[CH:8][CH:9]=2)[N:4]([CH2:11][CH2:12][CH3:13])[C:3]1=[O:14].C(N(CC)CC)C.[C:22](Cl)(=[O:29])[C:23]1[CH:28]=[CH:27][CH:26]=[CH:25][CH:24]=1. (3) Given the product [CH2:11]([O:10][C:9]1[C:6](=[C:17]([C:20]#[N:21])[C:18]#[N:19])[C:7](=[O:16])[C:8]=1[O-:15])[CH2:12][CH2:13][CH3:14].[CH2:22]([NH+:24]([CH2:27][CH3:28])[CH2:25][CH3:26])[CH3:23], predict the reactants needed to synthesize it. The reactants are: C(O[C:6]1[C:7](=[O:16])[C:8](=[O:15])[C:9]=1[O:10][CH2:11][CH2:12][CH2:13][CH3:14])CCC.[CH2:17]([C:20]#[N:21])[C:18]#[N:19].[CH2:22]([N:24]([CH2:27][CH3:28])[CH2:25][CH3:26])[CH3:23]. (4) Given the product [CH2:1]([O:8][C:9]1[CH:10]=[CH:11][C:12]2[C:13]3[CH:14]=[CH:15][C:16]([O:75][CH2:76][C:77]4[CH:78]=[CH:79][CH:80]=[CH:81][CH:82]=4)=[C:17]([CH:74]=3)[CH2:18][C@H:19]([NH:63][C:64]([O:66][CH2:67][C:68]3[CH:73]=[CH:72][CH:71]=[CH:70][CH:69]=3)=[O:65])[C:20](=[O:62])[NH:21][C@@H:22]([CH2:40][C@@H:41]([O:54][Si:55]([C:58]([CH3:61])([CH3:60])[CH3:59])([CH3:57])[CH3:56])[CH2:42][NH:43][C:44]([O:46][CH2:47][C:48]3[CH:53]=[CH:52][CH:51]=[CH:50][CH:49]=3)=[O:45])[C:23](=[O:39])[NH:24][C@H:25]([C:29]([OH:31])=[O:30])[CH2:26][C:27]=1[CH:28]=2)[C:2]1[CH:7]=[CH:6][CH:5]=[CH:4][CH:3]=1, predict the reactants needed to synthesize it. The reactants are: [CH2:1]([O:8][C:9]1[CH:10]=[CH:11][C:12]2[C:13]3[CH:14]=[CH:15][C:16]([O:75][CH2:76][C:77]4[CH:82]=[CH:81][CH:80]=[CH:79][CH:78]=4)=[C:17]([CH:74]=3)[CH2:18][C@H:19]([NH:63][C:64]([O:66][CH2:67][C:68]3[CH:73]=[CH:72][CH:71]=[CH:70][CH:69]=3)=[O:65])[C:20](=[O:62])[NH:21][C@@H:22]([CH2:40][C@@H:41]([O:54][Si:55]([C:58]([CH3:61])([CH3:60])[CH3:59])([CH3:57])[CH3:56])[CH2:42][NH:43][C:44]([O:46][CH2:47][C:48]3[CH:53]=[CH:52][CH:51]=[CH:50][CH:49]=3)=[O:45])[C:23](=[O:39])[NH:24][C@H:25]([C:29]([O:31]CC3C=CC=CC=3)=[O:30])[CH2:26][C:27]=1[CH:28]=2)[C:2]1[CH:7]=[CH:6][CH:5]=[CH:4][CH:3]=1.CO.[OH-].[Li+].Cl. (5) Given the product [ClH:17].[NH:1]1[C:9]2[C:4](=[CH:5][C:6]([NH:10][NH2:11])=[CH:7][CH:8]=2)[CH:3]=[N:2]1, predict the reactants needed to synthesize it. The reactants are: [NH:1]1[C:9]2[C:4](=[CH:5][C:6]([NH2:10])=[CH:7][CH:8]=2)[CH:3]=[N:2]1.[N:11]([O-])=O.[Na+].O.O.[Cl:17][Sn]Cl. (6) Given the product [CH3:10][C:9]([CH3:12])([CH3:11])[CH2:13][C:14]([NH:8][CH2:7][CH2:6][C:2]1[S:1][CH:5]=[CH:4][CH:3]=1)=[O:15], predict the reactants needed to synthesize it. The reactants are: [S:1]1[CH:5]=[CH:4][CH:3]=[C:2]1[CH2:6][CH2:7][NH2:8].[C:9]([CH2:13][C:14](Cl)=[O:15])([CH3:12])([CH3:11])[CH3:10].C(O)C(N)(CO)CO.